Task: Binary Classification. Given a drug SMILES string, predict its activity (active/inactive) in a high-throughput screening assay against a specified biological target.. Dataset: Choline transporter screen with 302,306 compounds The compound is O=C(NNC(=O)c1cc(OC)ccc1)c1c(n2cccc2)cccc1. The result is 0 (inactive).